This data is from Catalyst prediction with 721,799 reactions and 888 catalyst types from USPTO. The task is: Predict which catalyst facilitates the given reaction. (1) Reactant: O=[C:2]1[C:11]2[N:10]=[CH:9][CH:8]=[CH:7][C:6]=2[CH2:5][CH2:4][CH:3]1[CH2:12][CH2:13][C:14]([O:16][CH2:17][CH3:18])=[O:15].C1(C)C=CC(S(O)(=O)=O)=CC=1.[CH3:30][O:31][C:32]1[CH:37]=[CH:36][C:35]([C@@H:38]([NH2:40])[CH3:39])=[CH:34][CH:33]=1.C(O[BH-](OC(=O)C)OC(=O)C)(=O)C.[Na+]. Product: [CH3:30][O:31][C:32]1[CH:37]=[CH:36][C:35]([C@@H:38]([NH:40][C@@H:2]2[C:11]3[N:10]=[CH:9][CH:8]=[CH:7][C:6]=3[CH2:5][CH2:4][C@@H:3]2[CH2:12][CH2:13][C:14]([O:16][CH2:17][CH3:18])=[O:15])[CH3:39])=[CH:34][CH:33]=1. The catalyst class is: 451. (2) Reactant: [CH2:1]([C:3]1[N:8]=[C:7]([NH2:9])[CH:6]=[CH:5][C:4]=1I)[CH3:2].[CH3:11][Si:12]([CH3:16])([CH3:15])[C:13]#[CH:14].C(N(CC)CC)C. Product: [CH2:1]([C:3]1[N:8]=[C:7]([NH2:9])[CH:6]=[CH:5][C:4]=1[C:14]#[C:13][Si:12]([CH3:16])([CH3:15])[CH3:11])[CH3:2]. The catalyst class is: 516.